This data is from Forward reaction prediction with 1.9M reactions from USPTO patents (1976-2016). The task is: Predict the product of the given reaction. (1) Given the reactants [F:1][C:2]1[CH:7]=[CH:6][C:5]([C:8]2[N:13]=[CH:12][N:11]=[C:10]([NH:14][C:15]3[CH:20]=[CH:19][C:18]([NH2:21])=[CH:17][CH:16]=3)[CH:9]=2)=[CH:4][CH:3]=1.N1C(C)=CC=CC=1C.[F:30][C:31]1[CH:36]=[CH:35][CH:34]=[C:33]([F:37])[C:32]=1[S:38](Cl)(=[O:40])=[O:39].[Na+].[Cl-], predict the reaction product. The product is: [F:30][C:31]1[CH:36]=[CH:35][CH:34]=[C:33]([F:37])[C:32]=1[S:38]([NH:21][C:18]1[CH:19]=[CH:20][C:15]([NH:14][C:10]2[CH:9]=[C:8]([C:5]3[CH:4]=[CH:3][C:2]([F:1])=[CH:7][CH:6]=3)[N:13]=[CH:12][N:11]=2)=[CH:16][CH:17]=1)(=[O:40])=[O:39]. (2) Given the reactants C([O:5][C:6](=[O:30])[C@@H:7]([NH:14][C:15]([C:17]1[CH:22]=[CH:21][C:20]([C:23]2[CH:28]=[CH:27][CH:26]=[C:25]([NH2:29])[CH:24]=2)=[CH:19][CH:18]=1)=[O:16])[CH2:8][O:9]C(C)(C)C)(C)(C)C.[CH3:31][N:32]1[CH:36]=[C:35]([S:37](Cl)(=[O:39])=[O:38])[N:34]=[C:33]1[CH3:41], predict the reaction product. The product is: [CH3:31][N:32]1[CH:36]=[C:35]([S:37]([NH:29][C:25]2[CH:24]=[C:23]([C:20]3[CH:19]=[CH:18][C:17]([C:15]([NH:14][C@@H:7]([CH2:8][OH:9])[C:6]([OH:5])=[O:30])=[O:16])=[CH:22][CH:21]=3)[CH:28]=[CH:27][CH:26]=2)(=[O:39])=[O:38])[N:34]=[C:33]1[CH3:41]. (3) Given the reactants C1C=C(Cl)C=C(C(OO)=[O:9])C=1.[N:12]1[CH:17]=[CH:16][CH:15]=[C:14]2[CH2:18][N:19]([C:21]([O:23][CH2:24][CH3:25])=[O:22])[CH2:20][C:13]=12.O, predict the reaction product. The product is: [N+:12]1([O-:9])[CH:17]=[CH:16][CH:15]=[C:14]2[CH2:18][N:19]([C:21]([O:23][CH2:24][CH3:25])=[O:22])[CH2:20][C:13]=12. (4) Given the reactants [CH2:1]([C:4]([P:10]([O-:13])([OH:12])=[O:11])([P:6]([O-:9])([OH:8])=[O:7])[OH:5])[CH2:2][NH2:3].[Na+:14].[Na+].C(C(P(O)(O)=O)(P(O)(O)=O)[OH:20])CN.[Na].C[O-].[Na+].[O-]CC.[Na+], predict the reaction product. The product is: [CH2:1]([C:4]([P:10]([O-:13])([OH:12])=[O:11])([P:6]([O-:8])([OH:9])=[O:7])[OH:5])[CH2:2][NH2:3].[OH2:20].[Na+:14].[Na+:14]. (5) Given the reactants [CH2:1]([N:8]([CH3:10])[CH3:9])[C:2]1[CH:7]=[CH:6][CH:5]=[CH:4][CH:3]=1.[CH3:11][O:12][C:13]([C:15]1[C@@H:20]([C:21]2[CH:26]=[CH:25][C:24]([C:27]#[N:28])=[CH:23][C:22]=2[CH2:29][Br:30])[N:19]2[C:31](=[O:34])[NH:32][N:33]=[C:18]2[N:17]([C:35]2[CH:40]=[CH:39][CH:38]=[C:37]([C:41]([F:44])([F:43])[F:42])[CH:36]=2)[C:16]=1[CH3:45])=[O:14], predict the reaction product. The product is: [Br-:30].[CH2:1]([N+:8]([CH2:29][C:22]1[CH:23]=[C:24]([C:27]#[N:28])[CH:25]=[CH:26][C:21]=1[C@H:20]1[N:19]2[C:31](=[O:34])[NH:32][N:33]=[C:18]2[N:17]([C:35]2[CH:40]=[CH:39][CH:38]=[C:37]([C:41]([F:43])([F:42])[F:44])[CH:36]=2)[C:16]([CH3:45])=[C:15]1[C:13]([O:12][CH3:11])=[O:14])([CH3:10])[CH3:9])[C:2]1[CH:7]=[CH:6][CH:5]=[CH:4][CH:3]=1. (6) Given the reactants [CH3:1][C:2]1([CH3:15])[O:7][CH2:6][CH:5]([C:8]2[CH:13]=[CH:12][C:11]([OH:14])=[CH:10][CH:9]=2)[CH2:4][O:3]1.[Cl:16][C:17]1[C:22]([N+:23]([O-:25])=[O:24])=[C:21](Cl)[N:20]=[CH:19][N:18]=1.CC(N(C)C)=O, predict the reaction product. The product is: [Cl:16][C:17]1[C:22]([N+:23]([O-:25])=[O:24])=[C:21]([O:14][C:11]2[CH:12]=[CH:13][C:8]([CH:5]3[CH2:4][O:3][C:2]([CH3:15])([CH3:1])[O:7][CH2:6]3)=[CH:9][CH:10]=2)[N:20]=[CH:19][N:18]=1. (7) Given the reactants [CH3:1][O:2][C:3]1[CH:15]=[CH:14][C:6]([CH2:7][C:8]2[S:12][C:11]([NH2:13])=[N:10][CH:9]=2)=[CH:5][CH:4]=1.N1[CH:21]=[CH:20][CH:19]=[C:18]([CH2:22][CH2:23][C:24]([OH:26])=O)[CH:17]=1.[CH:27]1C=CC2N(O)N=NC=2C=1.CCN(CC)CC, predict the reaction product. The product is: [CH3:1][O:2][C:3]1[CH:4]=[CH:5][C:6]([CH2:7][C:8]2[S:12][C:11]([NH:13][C:24](=[O:26])[CH2:23][CH2:22][C:18]3[CH:17]=[CH:27][CH:21]=[CH:20][CH:19]=3)=[N:10][CH:9]=2)=[CH:14][CH:15]=1.